This data is from hERG potassium channel inhibition data for cardiac toxicity prediction from Karim et al.. The task is: Regression/Classification. Given a drug SMILES string, predict its toxicity properties. Task type varies by dataset: regression for continuous values (e.g., LD50, hERG inhibition percentage) or binary classification for toxic/non-toxic outcomes (e.g., AMES mutagenicity, cardiotoxicity, hepatotoxicity). Dataset: herg_karim. (1) The result is 0 (non-blocker). The compound is NC1=N[C@@]2(CO1)c1cc(-c3cncnc3)ccc1Oc1ccc(N3CCOCC3)cc12. (2) The result is 0 (non-blocker). The drug is COc1cc(N2CCN(C(=O)Cn3nc(C(F)(F)F)c(Cl)c3C)CC2)ccc1Cl. (3) The drug is COCC(=O)NC1CCN(c2nc(C)c3cc(NC(=O)/C=C/c4ccc(Cl)cc4)ccc3n2)CC1. The result is 1 (blocker). (4) The compound is FC(F)(F)c1ccc(C2=CC3(CCNCC3)Oc3ccccc32)cc1. The result is 1 (blocker). (5) The compound is CCCc1cc(-c2cc(C(=O)N(C)CCN(C)C)cc(C(F)(F)F)c2)nc(C#N)n1. The result is 1 (blocker).